This data is from Cav3 T-type calcium channel HTS with 100,875 compounds. The task is: Binary Classification. Given a drug SMILES string, predict its activity (active/inactive) in a high-throughput screening assay against a specified biological target. (1) The result is 0 (inactive). The molecule is O1C23C(C(C1C=C3)C(O)=O)C(=O)N(C2)c1cc(ccc1)C. (2) The molecule is s1c(C(=O)N(c2nccc(c2)C)C(=O)c2sccc2)ccc1. The result is 0 (inactive). (3) The compound is S(=O)(=O)(N1C(CCC1)C(=O)Nc1c(n(n(c1=O)c1ccccc1)C)C)c1ccccc1. The result is 0 (inactive). (4) The molecule is S(=O)(=O)(N1CCN(CC1)c1c(cc(cc1)C)C)c1cc(c(F)cc1)C. The result is 0 (inactive).